From a dataset of Reaction yield outcomes from USPTO patents with 853,638 reactions. Predict the reaction yield, written as a fraction of the theoretical maximum amount of product (1.0 means a 100% yield; for example, 0.34 means a 34% yield). (1) The reactants are Cl.Cl.[N:3]1([CH2:9][CH2:10][CH2:11][O:12][C:13]2[CH:14]=[C:15]3[C:19](=[CH:20][CH:21]=2)[NH:18][CH2:17][CH2:16]3)[CH2:8][CH2:7][CH2:6][CH2:5][CH2:4]1.[CH3:22][C:23]([CH3:25])=O.C([BH3-])#N.[Na+]. The catalyst is C(O)(=O)C.ClCCCl.CO. The product is [CH:23]([N:18]1[C:19]2[C:15](=[CH:14][C:13]([O:12][CH2:11][CH2:10][CH2:9][N:3]3[CH2:4][CH2:5][CH2:6][CH2:7][CH2:8]3)=[CH:21][CH:20]=2)[CH2:16][CH2:17]1)([CH3:25])[CH3:22]. The yield is 0.590. (2) The reactants are C(OC([NH:8][C@:9]1([C:18]([OH:20])=[O:19])[CH2:11][C@H:10]1[C:12]1[CH:17]=[CH:16][CH:15]=[CH:14][CH:13]=1)=O)(C)(C)C.Cl.O1CCOCC1. The catalyst is C(OCC)C. The product is [NH2:8][C@@:9]1([C:18]([OH:20])=[O:19])[CH2:11][C@@H:10]1[C:12]1[CH:17]=[CH:16][CH:15]=[CH:14][CH:13]=1. The yield is 0.840. (3) No catalyst specified. The yield is 0.980. The product is [ClH:27].[NH2:7][CH2:8][CH2:9][CH2:10][CH2:11][C:12]1[CH:17]=[CH:16][C:15]([C:18]([NH:19][CH2:20][CH2:21][OH:22])=[O:23])=[CH:14][CH:13]=1. The reactants are C(OC(=O)[NH:7][CH2:8][CH2:9][CH2:10][CH2:11][C:12]1[CH:17]=[CH:16][C:15]([C:18](=[O:23])[NH:19][CH2:20][CH2:21][OH:22])=[CH:14][CH:13]=1)(C)(C)C.CO.[ClH:27]. (4) The reactants are Br[C:2]1[CH:3]=[C:4]([C:7]([OH:12])=[CH:8][C:9]=1[O:10][CH3:11])[CH:5]=[O:6].[CH3:13][C:14]1[C:15](B(O)O)=[CH:16][C:17]2[C:18]([CH3:27])([CH3:26])[CH2:19][CH2:20][C:21]([CH3:25])([CH3:24])[C:22]=2[CH:23]=1.C(=O)([O-])[O-].[K+].[K+].O. The catalyst is COCCOC.C1C=CC([P]([Pd]([P](C2C=CC=CC=2)(C2C=CC=CC=2)C2C=CC=CC=2)([P](C2C=CC=CC=2)(C2C=CC=CC=2)C2C=CC=CC=2)[P](C2C=CC=CC=2)(C2C=CC=CC=2)C2C=CC=CC=2)(C2C=CC=CC=2)C2C=CC=CC=2)=CC=1. The product is [CH3:13][C:14]1[C:15]([C:2]2[CH:3]=[C:4]([C:7]([OH:12])=[CH:8][C:9]=2[O:10][CH3:11])[CH:5]=[O:6])=[CH:16][C:17]2[C:18]([CH3:27])([CH3:26])[CH2:19][CH2:20][C:21]([CH3:25])([CH3:24])[C:22]=2[CH:23]=1. The yield is 0.730.